Task: Predict the reactants needed to synthesize the given product.. Dataset: Full USPTO retrosynthesis dataset with 1.9M reactions from patents (1976-2016) (1) The reactants are: [F:1][C:2]1[CH:11]=[C:10]2[C:5]([CH:6]=[CH:7][C:8](=[O:15])[N:9]2[CH2:12][CH:13]=O)=[CH:4][CH:3]=1.[NH:16]1[CH2:21][CH2:20][CH:19]([NH:22][C:23](=[O:29])[O:24][C:25]([CH3:28])([CH3:27])[CH3:26])[CH2:18][CH2:17]1.[O-]S([O-])(=O)=O.[Na+].[Na+].[BH-](OC(C)=O)(OC(C)=O)OC(C)=O.[Na+]. Given the product [F:1][C:2]1[CH:11]=[C:10]2[C:5]([CH:6]=[CH:7][C:8](=[O:15])[N:9]2[CH2:12][CH2:13][N:16]2[CH2:17][CH2:18][CH:19]([NH:22][C:23](=[O:29])[O:24][C:25]([CH3:27])([CH3:26])[CH3:28])[CH2:20][CH2:21]2)=[CH:4][CH:3]=1, predict the reactants needed to synthesize it. (2) The reactants are: [H-].[Al+3].[Li+].[H-].[H-].[H-].[CH2:7]([CH2:22][C:23](OC)=[O:24])[CH:8]=[C:9]([CH2:11][CH2:12][CH:13]=[C:14]([CH2:16][CH2:17][CH:18]=[C:19]([CH3:21])[CH3:20])[CH3:15])[CH3:10].S([O-])([O-])(=O)=O.[Na+].[Na+].O. Given the product [CH3:10][C:9]([CH2:11][CH2:12][CH:13]=[C:14]([CH3:15])[CH2:16][CH2:17][CH:18]=[C:19]([CH3:21])[CH3:20])=[CH:8][CH2:7][CH2:22][CH2:23][OH:24], predict the reactants needed to synthesize it. (3) Given the product [CH:39]([C:38]1[C:31]2[C:32](=[O:37])[C:33]([CH3:35])([CH3:36])[O:34][C:30]=2[C:29]([CH3:41])=[C:28]([CH3:42])[C:27]=1[N:26]1[CH2:14][CH2:13][N:4]([C:5]2[CH:6]=[CH:7][C:8]([O:11][CH3:12])=[CH:9][CH:10]=2)[CH2:3][CH2:2]1)=[CH2:40], predict the reactants needed to synthesize it. The reactants are: Br[CH2:2][CH2:3][N:4]([CH2:13][CH2:14]Br)[C:5]1[CH:10]=[CH:9][C:8]([O:11][CH3:12])=[CH:7][CH:6]=1.C(=O)([O-])O.[Na+].CN(C=O)C.[NH2:26][C:27]1[C:28]([CH3:42])=[C:29]([CH3:41])[C:30]2[O:34][C:33]([CH3:36])([CH3:35])[C:32](=[O:37])[C:31]=2[C:38]=1[CH:39]=[CH2:40]. (4) Given the product [NH2:14][C:4]1[CH:5]=[C:6]([CH:12]=[CH:13][C:3]=1[NH:2][CH3:1])[C:7]([O:9][CH2:10][CH3:11])=[O:8], predict the reactants needed to synthesize it. The reactants are: [CH3:1][NH:2][C:3]1[CH:13]=[CH:12][C:6]([C:7]([O:9][CH2:10][CH3:11])=[O:8])=[CH:5][C:4]=1[N+:14]([O-])=O. (5) Given the product [NH2:1][C:2]1[C:11]([I:12])=[CH:10][C:5]([C:6]([OH:8])=[O:7])=[CH:4][N:3]=1, predict the reactants needed to synthesize it. The reactants are: [NH2:1][C:2]1[C:11]([I:12])=[CH:10][C:5]([C:6]([O:8]C)=[O:7])=[CH:4][N:3]=1.[OH-].[K+].Cl. (6) Given the product [C:1]([O:5][C:6](=[O:18])[CH2:7][O:8][CH2:9][C:10]1[CH:15]=[CH:14][CH:13]=[C:12]([CH3:16])[C:11]=1[B:29]1[O:30][C:31]([CH3:33])([CH3:32])[C:27]([CH3:34])([CH3:26])[O:28]1)([CH3:4])([CH3:3])[CH3:2], predict the reactants needed to synthesize it. The reactants are: [C:1]([O:5][C:6](=[O:18])[CH2:7][O:8][CH2:9][C:10]1[CH:15]=[CH:14][CH:13]=[C:12]([CH3:16])[C:11]=1I)([CH3:4])([CH3:3])[CH3:2].C(N(CC)CC)C.[CH3:26][C:27]1([CH3:34])[C:31]([CH3:33])([CH3:32])[O:30][BH:29][O:28]1.